From a dataset of Full USPTO retrosynthesis dataset with 1.9M reactions from patents (1976-2016). Predict the reactants needed to synthesize the given product. Given the product [S:1]1[CH:5]=[C:4]([C:6]([NH:42][C:43]2[CH:48]=[CH:47][C:46]([B:49]([OH:51])[OH:50])=[CH:45][CH:44]=2)=[O:8])[N:3]=[CH:2]1, predict the reactants needed to synthesize it. The reactants are: [S:1]1[CH:5]=[C:4]([C:6]([OH:8])=O)[N:3]=[CH:2]1.CCN(C(C)C)C(C)C.CN(C(ON1N=NC2C=CC=NC1=2)=[N+](C)C)C.F[P-](F)(F)(F)(F)F.[NH2:42][C:43]1[CH:48]=[CH:47][C:46]([B:49]([OH:51])[OH:50])=[CH:45][CH:44]=1.